This data is from Full USPTO retrosynthesis dataset with 1.9M reactions from patents (1976-2016). The task is: Predict the reactants needed to synthesize the given product. (1) Given the product [Cl:1][C:2]1[CH:3]=[C:4]([CH:11]=[CH:12][C:13]=1[CH2:14][CH:15]1[CH2:19][CH2:18][N:17]([CH:20]2[CH2:21][CH2:22][C:23]([OH:27])([CH3:26])[CH2:24][CH2:25]2)[C:16]1=[O:28])[O:5][CH2:6][C:7]([NH:38][CH2:37][C:34]1[CH:33]=[CH:32][C:31]([C:30]([F:29])([F:39])[F:40])=[CH:36][CH:35]=1)=[O:9], predict the reactants needed to synthesize it. The reactants are: [Cl:1][C:2]1[CH:3]=[C:4]([CH:11]=[CH:12][C:13]=1[CH2:14][CH:15]1[CH2:19][CH2:18][N:17]([CH:20]2[CH2:25][CH2:24][C:23]([OH:27])([CH3:26])[CH2:22][CH2:21]2)[C:16]1=[O:28])[O:5][CH2:6][C:7]([O:9]C)=O.[F:29][C:30]([F:40])([F:39])[C:31]1[CH:36]=[CH:35][C:34]([CH2:37][NH2:38])=[CH:33][CH:32]=1. (2) Given the product [F:18][C:19]([F:32])([F:33])[C:20]1[CH:21]=[C:22]([CH2:26][CH2:27][CH:28]=[O:29])[CH:23]=[CH:24][CH:25]=1, predict the reactants needed to synthesize it. The reactants are: C1(C)C=CC=CC=1.[H-].C([Al+]CC(C)C)C(C)C.[F:18][C:19]([F:33])([F:32])[C:20]1[CH:21]=[C:22]([CH2:26][CH2:27][C:28](OC)=[O:29])[CH:23]=[CH:24][CH:25]=1.S([O-])([O-])(=O)=O.[Na+].[Na+]. (3) Given the product [Cl:1][C:2]1[C:7]([C:8]#[N:9])=[C:6]([Cl:11])[N:5]=[C:4]([S:12][CH3:13])[N:3]=1, predict the reactants needed to synthesize it. The reactants are: [Cl:1][C:2]1[C:7]([CH:8]=[N:9]O)=[C:6]([Cl:11])[N:5]=[C:4]([S:12][CH3:13])[N:3]=1.O=P(Cl)(Cl)Cl. (4) Given the product [F:38][C:39]1[CH:40]=[C:41]([CH:42]=[C:43]([F:45])[CH:44]=1)[O:46][C:9]1[C:8]2[C:12](=[CH:13][CH:14]=[C:6]([CH:2]3[O:3][CH2:4][CH2:5][O:1]3)[CH:7]=2)[N:11]([CH2:15][O:16][CH2:17][CH2:18][Si:19]([CH3:22])([CH3:21])[CH3:20])[N:10]=1, predict the reactants needed to synthesize it. The reactants are: [O:1]1[CH2:5][CH2:4][O:3][CH:2]1[C:6]1[CH:7]=[C:8]2[C:12](=[CH:13][CH:14]=1)[N:11]([CH2:15][O:16][CH2:17][CH2:18][Si:19]([CH3:22])([CH3:21])[CH3:20])[N:10]=[C:9]2I.C(=O)([O-])[O-].[Cs+].[Cs+].Cl.CN(C)CC(O)=O.[F:38][C:39]1[CH:40]=[C:41]([OH:46])[CH:42]=[C:43]([F:45])[CH:44]=1. (5) Given the product [CH3:1][C:2]1[N:7]=[C:6]([C:8]([N:44]2[C@H:45]([CH2:49][NH:50][C:51]3[CH:56]=[CH:55][C:54]([C:57]([F:58])([F:59])[F:60])=[CH:53][N:52]=3)[CH2:46][C@@H:47]3[C@@H:42]([CH2:48]3)[CH2:43]2)=[O:10])[CH:5]=[CH:4][CH:3]=1, predict the reactants needed to synthesize it. The reactants are: [CH3:1][C:2]1[N:7]=[C:6]([C:8]([OH:10])=O)[CH:5]=[CH:4][CH:3]=1.CCN(C(C)C)C(C)C.CN(C(ON1N=NC2C=CC=CC1=2)=[N+](C)C)C.[B-](F)(F)(F)F.[C@@H:42]12[CH2:48][C@@H:47]1[CH2:46][C@@H:45]([CH2:49][NH:50][C:51]1[CH:56]=[CH:55][C:54]([C:57]([F:60])([F:59])[F:58])=[CH:53][N:52]=1)[NH:44][CH2:43]2. (6) Given the product [Br:10][C:11]1[CH:16]=[C:15]([CH:14]=[C:13]([Cl:18])[CH:12]=1)[O:1][C:2]1[CH:7]=[C:6]([CH3:8])[NH:5][C:4](=[O:9])[CH:3]=1, predict the reactants needed to synthesize it. The reactants are: [OH:1][C:2]1[CH:7]=[C:6]([CH3:8])[NH:5][C:4](=[O:9])[CH:3]=1.[Br:10][C:11]1[CH:16]=[C:15](F)[CH:14]=[C:13]([Cl:18])[CH:12]=1.C(=O)([O-])[O-].[K+].[K+].Cl. (7) Given the product [CH3:24][N:8]([C:9]1[CH:14]=[CH:13][C:12]([B:15]2[O:16][C:17]([CH3:23])([CH3:22])[C:18]([CH3:21])([CH3:20])[O:19]2)=[CH:11][CH:10]=1)[C:6](=[O:7])[CH3:5], predict the reactants needed to synthesize it. The reactants are: C([CH2:5][C:6]([NH:8][C:9]1[CH:14]=[CH:13][C:12]([B:15]2[O:19][C:18]([CH3:21])([CH3:20])[C:17]([CH3:23])([CH3:22])[O:16]2)=[CH:11][CH:10]=1)=[O:7])(C)(C)C.[CH3:24]C(OCC1C2C(=CC=CC=2)C(COC(C)=O)=C2C=1C=CC=C2)=O. (8) Given the product [F:55][C:37]([F:36])([F:54])[C@@H:38]([NH:1][C@@H:2]([CH2:6][S:7][C:8]([C:21]1[CH:26]=[CH:25][CH:24]=[CH:23][CH:22]=1)([C:9]1[CH:14]=[CH:13][CH:12]=[CH:11][CH:10]=1)[C:15]1[CH:16]=[CH:17][CH:18]=[CH:19][CH:20]=1)[C:3]([OH:5])=[O:4])[C:39]1[CH:40]=[CH:41][C:42]([F:45])=[CH:43][CH:44]=1, predict the reactants needed to synthesize it. The reactants are: [NH2:1][C@@H:2]([CH2:6][S:7][C:8]([C:21]1[CH:26]=[CH:25][CH:24]=[CH:23][CH:22]=1)([C:15]1[CH:20]=[CH:19][CH:18]=[CH:17][CH:16]=1)[C:9]1[CH:14]=[CH:13][CH:12]=[CH:11][CH:10]=1)[C:3]([OH:5])=[O:4].CCN(C(C)C)C(C)C.[F:36][C:37]([F:55])([F:54])[C@H:38](OS(C(F)(F)F)(=O)=O)[C:39]1[CH:44]=[CH:43][C:42]([F:45])=[CH:41][CH:40]=1. (9) Given the product [CH:1]1([C:4]2[O:8][N:7]=[C:6]([C:9]3[CH:14]=[CH:13][CH:12]=[CH:11][C:10]=3[O:15][C:16]([F:19])([F:17])[F:18])[C:5]=2[CH2:20][O:21][CH:22]2[CH2:23][CH:24]3[N:29]([C:30]4[S:31][C:32]5[CH:38]=[C:37]([C:39]([NH:47][CH2:46][C:45]([O:44][CH3:43])=[O:48])=[O:41])[CH:36]=[CH:35][C:33]=5[N:34]=4)[CH:27]([CH2:26][CH2:25]3)[CH2:28]2)[CH2:2][CH2:3]1, predict the reactants needed to synthesize it. The reactants are: [CH:1]1([C:4]2[O:8][N:7]=[C:6]([C:9]3[CH:14]=[CH:13][CH:12]=[CH:11][C:10]=3[O:15][C:16]([F:19])([F:18])[F:17])[C:5]=2[CH2:20][O:21][CH:22]2[CH2:28][CH:27]3[N:29]([C:30]4[S:31][C:32]5[CH:38]=[C:37]([C:39]([OH:41])=O)[CH:36]=[CH:35][C:33]=5[N:34]=4)[CH:24]([CH2:25][CH2:26]3)[CH2:23]2)[CH2:3][CH2:2]1.Cl.[CH3:43][O:44][C:45](=[O:48])[CH2:46][NH2:47].F[P-](F)(F)(F)(F)F.N1(OC(N(C)C)=[N+](C)C)C2N=CC=CC=2N=N1.C(C(C(C)C)(CC)C([O-])=O)(C)C.